Dataset: Catalyst prediction with 721,799 reactions and 888 catalyst types from USPTO. Task: Predict which catalyst facilitates the given reaction. (1) Reactant: [CH2:1]([O:3][C:4]1[CH:5]=[C:6]([CH:12]([N:17]2[CH2:25][C:24]3[C:19](=[CH:20][CH:21]=[CH:22][CH:23]=3)[C:18]2=[O:26])[CH2:13][C:14](O)=[O:15])[CH:7]=[CH:8][C:9]=1[O:10][CH3:11])[CH3:2].C(N1C=CN=C1)(N1C=CN=C1)=O.Cl.[CH3:40][NH:41][OH:42]. Product: [OH:42][NH:41][C:14](=[O:15])[CH2:13][CH:12]([C:6]1[CH:7]=[CH:8][C:9]([O:10][CH3:11])=[C:4]([O:3][CH2:1][CH3:2])[CH:5]=1)[N:17]1[CH2:25][C:24]2[C:19](=[CH:20][CH:21]=[CH:22][CH:23]=2)[C:18]1=[O:26].[OH:42][N:41]([CH3:40])[C:14](=[O:15])[CH2:13][CH:12]([C:6]1[CH:7]=[CH:8][C:9]([O:10][CH3:11])=[C:4]([O:3][CH2:1][CH3:2])[CH:5]=1)[N:17]1[CH2:25][C:24]2[C:19](=[CH:20][CH:21]=[CH:22][CH:23]=2)[C:18]1=[O:26]. The catalyst class is: 7. (2) Reactant: [CH3:1][C:2](=[CH:5][C:6]1[CH:11]=[CH:10][C:9]([CH3:12])=[CH:8][CH:7]=1)[CH2:3]O.CN(C)C=O.S(Cl)([Cl:20])=O.C(=O)([O-])[O-].[Na+].[Na+]. Product: [Cl:20][CH2:3][C:2]([CH3:1])=[CH:5][C:6]1[CH:11]=[CH:10][C:9]([CH3:12])=[CH:8][CH:7]=1. The catalyst class is: 93. (3) Reactant: [N:1]1[C:6]2[NH:7][C@@H:8]3[CH2:13][N:12]([C:5]=2[CH:4]=[CH:3][C:2]=1[N:14]1[CH2:20][CH2:19][CH2:18][N:17]([C:21]([O:23][C:24]([CH3:27])([CH3:26])[CH3:25])=[O:22])[CH2:16][CH2:15]1)[CH2:11][CH2:10][CH2:9]3.C1([O:34][C:35](=O)[NH:36][C:37]2[CH:42]=[CH:41][N:40]=[CH:39][N:38]=2)C=CC=CC=1. Product: [N:40]1[CH:41]=[CH:42][C:37]([NH:36][C:35]([N:7]2[C@@H:8]3[CH2:13][N:12]([CH2:11][CH2:10][CH2:9]3)[C:5]3[CH:4]=[CH:3][C:2]([N:14]4[CH2:20][CH2:19][CH2:18][N:17]([C:21]([O:23][C:24]([CH3:27])([CH3:26])[CH3:25])=[O:22])[CH2:16][CH2:15]4)=[N:1][C:6]2=3)=[O:34])=[N:38][CH:39]=1. The catalyst class is: 594. (4) Reactant: [CH2:1]([NH:9][CH2:10][C:11]([O:13][CH3:14])=[O:12])[CH2:2][CH2:3][CH2:4][CH2:5][CH2:6][CH2:7][CH3:8].[C:15](O)(=[O:23])[CH2:16][CH2:17][CH2:18][CH2:19][CH2:20][CH2:21][CH3:22].C(Cl)CCl.C1C=CC2N(O)N=NC=2C=1.CCN(C(C)C)C(C)C.S([O-])([O-])(=O)=O.[Mg+2]. Product: [CH2:1]([N:9]([CH2:10][C:11]([O:13][CH3:14])=[O:12])[C:15](=[O:23])[CH2:16][CH2:17][CH2:18][CH2:19][CH2:20][CH2:21][CH3:22])[CH2:2][CH2:3][CH2:4][CH2:5][CH2:6][CH2:7][CH3:8]. The catalyst class is: 2. (5) Reactant: [ClH:1].[CH3:2][C:3]1[S:4][C:5]2[C:14]3[CH:13]=[CH:12][CH:11]=[CH:10][C:9]=3[N:8]=[C:7]([NH2:15])[C:6]=2[N:16]=1.C(O)(C)C. Product: [ClH:1].[CH3:2][C:3]1[S:4][C:5]2[C:14]3[CH:13]=[CH:12][CH:11]=[CH:10][C:9]=3[N:8]=[C:7]([NH2:15])[C:6]=2[N:16]=1. The catalyst class is: 5. (6) Reactant: [CH3:1][O:2][C:3](=[O:13])[CH2:4][CH2:5][CH2:6][CH:7]1[CH2:12][CH2:11][NH:10][CH2:9][CH2:8]1.Br[CH2:15][CH2:16][O:17][CH2:18][C:19]1[CH:24]=[CH:23][CH:22]=[CH:21][CH:20]=1.C(N(CC)CC)C. Product: [CH3:1][O:2][C:3](=[O:13])[CH2:4][CH2:5][CH2:6][CH:7]1[CH2:12][CH2:11][N:10]([CH2:15][CH2:16][O:17][CH2:18][C:19]2[CH:24]=[CH:23][CH:22]=[CH:21][CH:20]=2)[CH2:9][CH2:8]1. The catalyst class is: 4.